From a dataset of Full USPTO retrosynthesis dataset with 1.9M reactions from patents (1976-2016). Predict the reactants needed to synthesize the given product. (1) Given the product [N:1]1([CH2:6][CH2:7][CH2:8][O:9][C:10]2[CH:11]=[CH:12][C:13]([C:16]3([CH2:22][N:33]4[CH2:34][CH2:35][CH:30]([N:28]5[CH2:29][CH2:24][CH2:25][C:26]5=[O:27])[CH2:31][CH2:32]4)[CH2:17][CH2:18][O:19][CH2:20][CH2:21]3)=[CH:14][CH:15]=2)[CH2:2][CH2:3][CH2:4][CH2:5]1, predict the reactants needed to synthesize it. The reactants are: [N:1]1([CH2:6][CH2:7][CH2:8][O:9][C:10]2[CH:15]=[CH:14][C:13]([C:16]3([CH:22]=O)[CH2:21][CH2:20][O:19][CH2:18][CH2:17]3)=[CH:12][CH:11]=2)[CH2:5][CH2:4][CH2:3][CH2:2]1.[CH2:24]1[CH2:29][N:28]([CH:30]2[CH2:35][CH2:34][NH:33][CH2:32][CH2:31]2)[C:26](=[O:27])[CH2:25]1.Cl. (2) Given the product [NH2:1][CH:4]([C:6]1[N:7]=[C:8]2[S:22][CH:21]=[C:20]([CH3:23])[N:9]2[C:10](=[O:19])[C:11]=1[C:12]1[CH:17]=[CH:16][CH:15]=[CH:14][C:13]=1[Cl:18])[CH3:5], predict the reactants needed to synthesize it. The reactants are: [N:1]([CH:4]([C:6]1[N:7]=[C:8]2[S:22][CH:21]=[C:20]([CH3:23])[N:9]2[C:10](=[O:19])[C:11]=1[C:12]1[CH:17]=[CH:16][CH:15]=[CH:14][C:13]=1[Cl:18])[CH3:5])=[N+]=[N-].CP(C)C. (3) The reactants are: [CH:1]([N:4]1[CH2:9][CH2:8][N:7]([C:10]([C:12]2[CH:19]=[CH:18][C:15]([CH:16]=[O:17])=[CH:14][CH:13]=2)=[O:11])[CH2:6][CH2:5]1)([CH3:3])[CH3:2].[OH:20][S:21]([O-:23])=[O:22].[Na+:24]. Given the product [Na+:24].[OH:17][CH:16]([C:15]1[CH:14]=[CH:13][C:12]([C:10]([N:7]2[CH2:8][CH2:9][N:4]([CH:1]([CH3:3])[CH3:2])[CH2:5][CH2:6]2)=[O:11])=[CH:19][CH:18]=1)[S:21]([O-:23])(=[O:22])=[O:20], predict the reactants needed to synthesize it. (4) Given the product [Cl:1][C:2]1[CH:3]=[C:4]([CH:49]=[CH:50][CH:51]=1)[CH2:5][N:6]1[CH2:7][CH2:8][C:9]2([C:19]3[C:18](=[O:20])[N:17]([CH2:21][C@H:22]([NH:29][CH2:30][CH2:31][CH2:32][C:33]([OH:35])=[O:34])[C:23]4[CH:24]=[CH:25][CH:26]=[CH:27][CH:28]=4)[C:16](=[O:36])[N:15]([CH2:37][C:38]4[C:43]([C:44]([F:46])([F:45])[F:47])=[CH:42][CH:41]=[CH:40][C:39]=4[F:48])[C:14]=3[CH2:13][CH2:53]2)[CH2:10][CH2:11]1, predict the reactants needed to synthesize it. The reactants are: [Cl:1][C:2]1[CH:3]=[C:4]([CH:49]=[CH:50][CH:51]=1)[CH2:5][N:6]1[CH2:11][CH2:10][C:9]2([C:19]3[C:18](=[O:20])[N:17]([CH2:21][C@H:22]([NH:29][CH2:30][CH2:31][CH2:32][C:33]([OH:35])=[O:34])[C:23]4[CH:28]=[CH:27][CH:26]=[CH:25][CH:24]=4)[C:16](=[O:36])[N:15]([CH2:37][C:38]4[C:43]([C:44]([F:47])([F:46])[F:45])=[CH:42][CH:41]=[CH:40][C:39]=4[F:48])[C:14]=3[CH2:13]O2)[CH2:8][CH2:7]1.N[C@H:53](C1C=CC=CC=1)CN1C(=O)C2C3(CCC=2N(CC2C(C(F)(F)F)=CC=CC=2F)C1=O)CCN(CC1C=CC=C(Cl)C=1)CC3. (5) The reactants are: [Si:1]([O:8][CH2:9][C:10]1[C:11]([Cl:17])=[N:12][C:13](Cl)=[CH:14][CH:15]=1)([C:4]([CH3:7])([CH3:6])[CH3:5])([CH3:3])[CH3:2].[Br-].[F:19][C:20]1[CH:27]=[CH:26][CH:25]=[C:24]([F:28])[C:21]=1[CH2:22][Zn+]. Given the product [Si:1]([O:8][CH2:9][C:10]1[C:11]([Cl:17])=[N:12][C:13]([CH2:22][C:21]2[C:20]([F:19])=[CH:27][CH:26]=[CH:25][C:24]=2[F:28])=[CH:14][CH:15]=1)([C:4]([CH3:7])([CH3:6])[CH3:5])([CH3:3])[CH3:2], predict the reactants needed to synthesize it. (6) Given the product [NH2:11][CH2:10][C:4]1[C:5](=[O:9])[NH:6][C:7]([CH3:8])=[C:2]([Br:1])[C:3]=1[CH3:12], predict the reactants needed to synthesize it. The reactants are: [Br:1][C:2]1[C:3]([CH3:12])=[C:4]([C:10]#[N:11])[C:5](=[O:9])[NH:6][C:7]=1[CH3:8].[BH4-].[Na+].Cl.